This data is from CYP2C19 inhibition data for predicting drug metabolism from PubChem BioAssay. The task is: Regression/Classification. Given a drug SMILES string, predict its absorption, distribution, metabolism, or excretion properties. Task type varies by dataset: regression for continuous measurements (e.g., permeability, clearance, half-life) or binary classification for categorical outcomes (e.g., BBB penetration, CYP inhibition). Dataset: cyp2c19_veith. (1) The result is 0 (non-inhibitor). The compound is CC(=O)Nc1ccc2c(c1)/C(=C/c1ccc([N+](C)(C)C)cc1)c1ccccc1-2. (2) The compound is NC(N)=N[C@H]1C(O)[C@@H](N=C(N)N)[C@H](O)C(O)[C@@H]1O.O=S(=O)(O)O. The result is 0 (non-inhibitor). (3) The compound is Cc1cnc(CNc2ccnc(-c3ccc(N(C)C)cc3)n2)cn1. The result is 0 (non-inhibitor). (4) The compound is O=C(Cn1c(C(F)(F)F)nc2ccccc21)c1ccccc1. The result is 1 (inhibitor). (5) The compound is NC(=O)c1ccc(NC(=O)C2CCCO2)cc1. The result is 0 (non-inhibitor).